From a dataset of Forward reaction prediction with 1.9M reactions from USPTO patents (1976-2016). Predict the product of the given reaction. (1) The product is: [N:27]1[CH:28]=[CH:29][N:30]2[CH:35]=[C:34]([C:2]3[N:11]=[C:10]([NH:12][CH2:13][CH:14]([C:21]4[CH:26]=[CH:25][CH:24]=[CH:23][CH:22]=4)[C:15]4[CH:16]=[N:17][CH:18]=[CH:19][CH:20]=4)[C:9]4[C:4](=[CH:5][CH:6]=[CH:7][CH:8]=4)[N:3]=3)[CH:33]=[CH:32][C:31]=12. Given the reactants Cl[C:2]1[N:11]=[C:10]([NH:12][CH2:13][CH:14]([C:21]2[CH:26]=[CH:25][CH:24]=[CH:23][CH:22]=2)[C:15]2[CH:16]=[N:17][CH:18]=[CH:19][CH:20]=2)[C:9]2[C:4](=[CH:5][CH:6]=[CH:7][CH:8]=2)[N:3]=1.[N:27]1[CH:28]=[CH:29][N:30]2[CH:35]=[C:34](B(O)O)[CH:33]=[CH:32][C:31]=12.N1C=CN2C=C(C3N=C(NCC(C4C=CC=CC=4)C4NC=CC=4)C4C(=CC=CC=4)N=3)C=CC=12, predict the reaction product. (2) Given the reactants [Cl:1][C:2]1[N:10]=[C:9](Cl)[CH:8]=[CH:7][C:3]=1[C:4]([OH:6])=[O:5].[F:12][C:13]1[N:18]=[C:17](B(O)O)[CH:16]=[C:15]([CH3:22])[CH:14]=1.C([O-])([O-])=O.[K+].[K+], predict the reaction product. The product is: [Cl:1][C:2]1[C:3]([C:4]([OH:6])=[O:5])=[CH:7][CH:8]=[C:9]([C:17]2[CH:16]=[C:15]([CH3:22])[CH:14]=[C:13]([F:12])[N:18]=2)[N:10]=1. (3) Given the reactants [Cl:1][C:2]1[C:11]2[C:6](=[CH:7][C:8]([OH:19])=[CH:9][C:10]=2[O:12][CH:13]2[CH2:18][CH2:17][O:16][CH2:15][CH2:14]2)[N:5]=[CH:4][N:3]=1.C1(P(C2C=CC=CC=2)C2C=CC=CC=2)C=CC=CC=1.[N:39]1([CH2:45][CH2:46][CH2:47]O)[CH2:44][CH2:43][O:42][CH2:41][CH2:40]1.CC(OC(/N=N/C(OC(C)C)=O)=O)C, predict the reaction product. The product is: [Cl:1][C:2]1[C:11]2[C:6](=[CH:7][C:8]([O:19][CH2:47][CH2:46][CH2:45][N:39]3[CH2:44][CH2:43][O:42][CH2:41][CH2:40]3)=[CH:9][C:10]=2[O:12][CH:13]2[CH2:14][CH2:15][O:16][CH2:17][CH2:18]2)[N:5]=[CH:4][N:3]=1. (4) Given the reactants C(OC(=O)[NH:7][C:8]1[S:9][C:10]2[CH:16]=[C:15]([CH2:17][C:18]3[CH:23]=[CH:22][C:21]([NH:24][S:25]([CH3:28])(=[O:27])=[O:26])=[CH:20][CH:19]=3)[CH:14]=[C:13]([C:29]3[CH:34]=[CH:33][CH:32]=[C:31]([Cl:35])[CH:30]=3)[C:11]=2[N:12]=1)(C)(C)C.C(O)(C(F)(F)F)=O, predict the reaction product. The product is: [NH2:7][C:8]1[S:9][C:10]2[CH:16]=[C:15]([CH2:17][C:18]3[CH:19]=[CH:20][C:21]([NH:24][S:25]([CH3:28])(=[O:26])=[O:27])=[CH:22][CH:23]=3)[CH:14]=[C:13]([C:29]3[CH:34]=[CH:33][CH:32]=[C:31]([Cl:35])[CH:30]=3)[C:11]=2[N:12]=1.